Task: Regression/Classification. Given a drug SMILES string, predict its toxicity properties. Task type varies by dataset: regression for continuous values (e.g., LD50, hERG inhibition percentage) or binary classification for toxic/non-toxic outcomes (e.g., AMES mutagenicity, cardiotoxicity, hepatotoxicity). Dataset: herg_karim.. Dataset: hERG potassium channel inhibition data for cardiac toxicity prediction from Karim et al. (1) The drug is Fc1cccc(CN(C2CCOCC2)C2CCNC2)c1C(F)(F)F. The result is 1 (blocker). (2) The drug is CCC(CO)NS(=O)(=O)c1ccc(-c2ccc(CCN3CCC[C@H]3C)cc2)cc1. The result is 1 (blocker). (3) The molecule is O=C1OC2(CCC(c3nc4ccc(OC(F)(F)F)cc4[nH]3)CC2)CN1c1cccnc1F. The result is 0 (non-blocker). (4) The compound is O=C1N(C2CCCCC2)C[C@@H](c2ccccc2)N1C1CCN(Cc2ccc(Br)cc2)CC1. The result is 1 (blocker). (5) The compound is CCCC1NC(C)C2C(=O)NC(c3cc(S(=O)(=O)N4CCN(CC)CC4)ccc3OCC)=NN12. The result is 0 (non-blocker). (6) The result is 1 (blocker). The molecule is CCCCC1(CCCC)N[C@@H](c2nc(-c3ccccc3)c[nH]2)Cc2c1[nH]c1ccccc21. (7) The drug is CN(C)C(=O)[C@@H](c1ccc(-c2ccc(F)cc2)cc1)[C@H](N)C(=O)N1CC[C@H](F)C1.O=C(O)C(F)(F)F. The result is 1 (blocker).